Dataset: TCR-epitope binding with 47,182 pairs between 192 epitopes and 23,139 TCRs. Task: Binary Classification. Given a T-cell receptor sequence (or CDR3 region) and an epitope sequence, predict whether binding occurs between them. (1) The epitope is LEPLVDLPI. Result: 1 (the TCR binds to the epitope). The TCR CDR3 sequence is CASSQWAGGTSYNEQFF. (2) The epitope is GLCTLVAML. The TCR CDR3 sequence is CASSHRGQIGQFF. Result: 1 (the TCR binds to the epitope). (3) The epitope is KAFSPEVIPMF. The TCR CDR3 sequence is CSLGASSYNEQFF. Result: 0 (the TCR does not bind to the epitope). (4) The epitope is KLGGALQAK. The TCR CDR3 sequence is CASSLQGNTGELFF. Result: 1 (the TCR binds to the epitope). (5) The epitope is SLFNTVATLY. The TCR CDR3 sequence is CASSDGLPYNSPLHF. Result: 0 (the TCR does not bind to the epitope).